This data is from Reaction yield outcomes from USPTO patents with 853,638 reactions. The task is: Predict the reaction yield, written as a fraction of the theoretical maximum amount of product (1.0 means a 100% yield; for example, 0.34 means a 34% yield). The reactants are [F:1][C:2]1[CH:35]=[C:34]([F:36])[CH:33]=[CH:32][C:3]=1[CH2:4][N:5]1[C:9]2=[CH:10][N:11]=[C:12]([C:14]([OH:16])=O)[CH:13]=[C:8]2[C:7]([CH2:17][N:18]2[CH2:23][CH2:22][C:21]([OH:31])([CH2:24][N:25]3[CH2:29][CH2:28][CH2:27][C:26]3=[O:30])[CH2:20][CH2:19]2)=[CH:6]1.CN(C(ON1N=NC2C=CC=NC1=2)=[N+](C)C)C.F[P-](F)(F)(F)(F)F.C(N(CC)CC)C.Cl.[CH2:69]([O:71][NH2:72])[CH3:70]. The catalyst is CN(C=O)C. The product is [F:1][C:2]1[CH:35]=[C:34]([F:36])[CH:33]=[CH:32][C:3]=1[CH2:4][N:5]1[C:9]2=[CH:10][N:11]=[C:12]([C:14]([NH:72][O:71][CH2:69][CH3:70])=[O:16])[CH:13]=[C:8]2[C:7]([CH2:17][N:18]2[CH2:23][CH2:22][C:21]([OH:31])([CH2:24][N:25]3[CH2:29][CH2:28][CH2:27][C:26]3=[O:30])[CH2:20][CH2:19]2)=[CH:6]1. The yield is 0.420.